This data is from Peptide-MHC class I binding affinity with 185,985 pairs from IEDB/IMGT. The task is: Regression. Given a peptide amino acid sequence and an MHC pseudo amino acid sequence, predict their binding affinity value. This is MHC class I binding data. (1) The peptide sequence is CTEETKRNIA. The MHC is HLA-A02:03 with pseudo-sequence HLA-A02:03. The binding affinity (normalized) is 0. (2) The peptide sequence is TSSTCMMCY. The MHC is HLA-A26:01 with pseudo-sequence HLA-A26:01. The binding affinity (normalized) is 0.143. (3) The peptide sequence is LLNMRDLIV. The MHC is HLA-A02:03 with pseudo-sequence HLA-A02:03. The binding affinity (normalized) is 0.981. (4) The peptide sequence is SLNPYYQSY. The MHC is HLA-A02:03 with pseudo-sequence HLA-A02:03. The binding affinity (normalized) is 0.196. (5) The peptide sequence is APSYRNFSF. The MHC is HLA-B08:01 with pseudo-sequence HLA-B08:01. The binding affinity (normalized) is 0.404. (6) The peptide sequence is PIPSSMITT. The MHC is Mamu-A01 with pseudo-sequence Mamu-A01. The binding affinity (normalized) is 0. (7) The peptide sequence is SSGVENPGGYCL. The MHC is H-2-Db with pseudo-sequence H-2-Db. The binding affinity (normalized) is 0.387. (8) The binding affinity (normalized) is 0.286. The peptide sequence is TEYDDHINLY. The MHC is HLA-B45:01 with pseudo-sequence HLA-B45:01.